This data is from Reaction yield outcomes from USPTO patents with 853,638 reactions. The task is: Predict the reaction yield, written as a fraction of the theoretical maximum amount of product (1.0 means a 100% yield; for example, 0.34 means a 34% yield). (1) The reactants are C([N:4]1[C:12]2[C:7](=[CH:8][C:9]([C:13](Cl)=[O:14])=[CH:10][CH:11]=2)[C:6]([C:16]2[CH:21]=[CH:20][C:19]([F:22])=[CH:18][CH:17]=2)=[N:5]1)(=O)C.N1[CH:28]=[CH:27]C=CC=1.[OH-:29].[NH4+].O. The catalyst is C(O)C. The product is [F:22][C:19]1[CH:20]=[CH:21][C:16]([C:6]2[C:7]3[C:12](=[CH:11][CH:10]=[C:9]([C:13]([O:29][CH2:27][CH3:28])=[O:14])[CH:8]=3)[NH:4][N:5]=2)=[CH:17][CH:18]=1. The yield is 1.00. (2) The reactants are [CH3:1][N:2]1[CH2:6][CH2:5][CH2:4][C:3]1=O.[Cl:8][C:9]1[C:10]([C:15]2[CH:16]=[C:17]3[C:21](=[CH:22][CH:23]=2)[NH:20][N:19]=[C:18]3[NH2:24])=[N:11][CH:12]=[CH:13][CH:14]=1.Cl.ClC1C=CC=CN=1. The catalyst is C(OCC)(=O)C. The product is [Cl:8][C:9]1[C:10]([C:15]2[CH:16]=[C:17]3[C:21](=[CH:22][CH:23]=2)[NH:20][N:19]=[C:18]3[NH:24][C:3]2[CH:4]=[CH:5][CH:6]=[CH:1][N:2]=2)=[N:11][CH:12]=[CH:13][CH:14]=1. The yield is 0.0860. (3) The reactants are Br[C:2]1[CH:7]=[CH:6][C:5]([C:8]2[O:9][CH:10]=[C:11]([C:13]3[CH:52]=[CH:51][C:16]([CH2:17][N:18]([CH2:43][C:44]([O:46]C(C)(C)C)=[O:45])[C:19](=[O:42])[C:20]4[CH:25]=[CH:24][C:23]([NH:26][C:27](=[O:41])[CH2:28][C:29]5[CH:34]=[CH:33][C:32]([O:35][CH3:36])=[CH:31][C:30]=5[C:37]([F:40])([F:39])[F:38])=[CH:22][CH:21]=4)=[CH:15][CH:14]=3)[N:12]=2)=[CH:4][CH:3]=1.[C:53](O)([C:55](F)(F)F)=O. The catalyst is C(Cl)Cl. The product is [CH3:36][O:35][C:32]1[CH:33]=[CH:34][C:29]([CH2:28][C:27]([NH:26][C:23]2[CH:24]=[CH:25][C:20]([C:19]([N:18]([CH2:43][C:44]([OH:46])=[O:45])[CH2:17][C:16]3[CH:15]=[CH:14][C:13]([C:11]4[N:12]=[C:8]([C:5]5[CH:6]=[CH:7][C:2]([C:2]6[CH:7]=[CH:6][C:53]([CH3:55])=[CH:4][CH:3]=6)=[CH:3][CH:4]=5)[O:9][CH:10]=4)=[CH:52][CH:51]=3)=[O:42])=[CH:21][CH:22]=2)=[O:41])=[C:30]([C:37]([F:38])([F:40])[F:39])[CH:31]=1. The yield is 0.530.